Task: Predict the reaction yield, written as a fraction of the theoretical maximum amount of product (1.0 means a 100% yield; for example, 0.34 means a 34% yield).. Dataset: Reaction yield outcomes from USPTO patents with 853,638 reactions (1) The reactants are [CH2:1]([O:8][C@@H:9]1[C@H:14]2[NH:15][C:16](=[O:18])[O:17][C@H:13]2[CH2:12][C@H:11]([CH2:19][O:20]CC2C=CC=CC=2)[C@H:10]1[O:28][CH2:29][C:30]1[CH:35]=[CH:34][CH:33]=[CH:32][CH:31]=1)[C:2]1[CH:7]=[CH:6][CH:5]=[CH:4][CH:3]=1.C([O-])([O-])=O.[K+].[K+]. The catalyst is C(OC(=O)C)(=O)C.C(O)(=O)C.CO.[Cl-].[Cl-].[Zn+2]. The product is [CH2:1]([O:8][CH:9]1[CH:14]2[NH:15][C:16](=[O:18])[O:17][CH:13]2[CH2:12][CH:11]([CH2:19][OH:20])[CH:10]1[O:28][CH2:29][C:30]1[CH:35]=[CH:34][CH:33]=[CH:32][CH:31]=1)[C:2]1[CH:3]=[CH:4][CH:5]=[CH:6][CH:7]=1. The yield is 0.770. (2) The reactants are [F:1][C:2]1[CH:7]=[CH:6][C:5]([NH:8][C:9]2[C:10]([CH3:19])=[C:11]([CH:16]=[CH:17][CH:18]=2)[C:12]([O:14][CH3:15])=[O:13])=[C:4]([NH:20][C:21]([C@H:23]2[CH2:27][CH2:26][CH2:25][O:24]2)=O)[CH:3]=1. The catalyst is O. The product is [F:1][C:2]1[CH:7]=[CH:6][C:5]2[N:8]([C:9]3[C:10]([CH3:19])=[C:11]([CH:16]=[CH:17][CH:18]=3)[C:12]([O:14][CH3:15])=[O:13])[C:21]([C@H:23]3[CH2:27][CH2:26][CH2:25][O:24]3)=[N:20][C:4]=2[CH:3]=1. The yield is 0.590. (3) The reactants are C(OC(=O)[N:7]([C:17]1[CH:22]=[CH:21][C:20]([CH:23](O)[C:24]2[C:32]3[C:27](=[N:28][CH:29]=[C:30]([CH3:33])[CH:31]=3)[N:26]([Si](C(C)C)(C(C)C)C(C)C)[CH:25]=2)=[C:19]([F:45])[N:18]=1)CC1C=CC(OC)=CC=1)(C)(C)C.C([SiH](CC)CC)C.FC(F)(F)C(O)=O. The catalyst is C(#N)C. The product is [F:45][C:19]1[N:18]=[C:17]([NH2:7])[CH:22]=[CH:21][C:20]=1[CH2:23][C:24]1[C:32]2[C:27](=[N:28][CH:29]=[C:30]([CH3:33])[CH:31]=2)[NH:26][CH:25]=1. The yield is 0.627. (4) The reactants are I[C:2]1[C:6]2=[N:7][C:8]([C:11]3[O:15][C:14]([NH2:16])=[N:13][N:12]=3)=[CH:9][CH:10]=[C:5]2[N:4](S(C2C=CC(C)=CC=2)(=O)=O)[CH:3]=1.[F:27][C:28]1[CH:33]=[CH:32][CH:31]=[CH:30][C:29]=1B(O)O.[O-]P([O-])([O-])=O.[K+].[K+].[K+]. The catalyst is CC(O)C.O.CC(P(C(C)(C)C)C1C=CC(N(C)C)=CC=1)(C)C.CC(P(C(C)(C)C)C1C=CC(N(C)C)=CC=1)(C)C.Cl[Pd]Cl. The product is [F:27][C:28]1[CH:33]=[CH:32][CH:31]=[CH:30][C:29]=1[C:2]1[C:6]2=[N:7][C:8]([C:11]3[O:15][C:14]([NH2:16])=[N:13][N:12]=3)=[CH:9][CH:10]=[C:5]2[NH:4][CH:3]=1. The yield is 0.163. (5) The reactants are [C:1]1(=[O:11])[C:9]2[C:4](=[CH:5][CH:6]=[CH:7][CH:8]=2)[C:3](=[O:10])[NH:2]1.[F:12][C:13]1[CH:18]=[CH:17][C:16]([C:19]2[N:20]=[CH:21][NH:22][CH:23]=2)=[CH:15][N:14]=1.C(=O)([O-])[O-].[K+].[K+].BrCCCCN1[C:39](=O)[C:38]2=CC=[CH:43][CH:44]=[C:37]2C1=O. The catalyst is CN(C=O)C. The product is [F:12][C:13]1[N:14]=[CH:15][C:16]([C:19]2[N:20]=[CH:21][N:22]([CH2:43][CH2:44][CH2:37][CH2:38][CH2:39][N:2]3[C:3](=[O:10])[C:4]4[C:9](=[CH:8][CH:7]=[CH:6][CH:5]=4)[C:1]3=[O:11])[CH:23]=2)=[CH:17][CH:18]=1. The yield is 0.550. (6) The reactants are F[C:2]1[CH:3]=[CH:4][C:5]([O:18][CH3:19])=[C:6]([CH:8]([OH:17])[C:9]#[C:10][C:11]2[CH:16]=[CH:15][CH:14]=[CH:13][CH:12]=2)[CH:7]=1.COC1C(C=O)=CC=C2C=1[CH:24]=[N:25][N:26]2[CH2:33][O:34][CH2:35][CH2:36][Si:37]([CH3:40])([CH3:39])[CH3:38]. No catalyst specified. The product is [CH3:19][O:18][C:5]1[C:6]([CH:8]([OH:17])[C:9]#[C:10][C:11]2[CH:16]=[CH:15][CH:14]=[CH:13][CH:12]=2)=[CH:7][CH:2]=[C:3]2[C:4]=1[CH:24]=[N:25][N:26]2[CH2:33][O:34][CH2:35][CH2:36][Si:37]([CH3:40])([CH3:39])[CH3:38]. The yield is 0.980. (7) The reactants are [OH:1][C:2]1[CH:3]=[C:4]([CH:9]=[C:10]([O:13][CH3:14])[C:11]=1[OH:12])[C:5]([O:7][CH3:8])=[O:6].[C:15]([O-])([O-])=O.[K+].[K+]. The catalyst is CC(C)=O. The product is [CH3:14][O:13][C:10]1[C:11]2[O:12][CH2:15][O:1][C:2]=2[CH:3]=[C:4]([C:5]([O:7][CH3:8])=[O:6])[CH:9]=1. The yield is 0.800. (8) The reactants are [C:1]([O:5][C@@H:6]([C:11]1[C:12]([CH3:42])=[CH:13][C:14]2[N:15]([CH:25]=[C:26]([C:28](=O)[NH:29][CH:30]([C:39]#[N:40])[CH2:31][C:32]3[CH:37]=[CH:36][C:35]([F:38])=[CH:34][CH:33]=3)[N:27]=2)[C:16]=1[N:17]1[CH2:22][CH2:21][C:20]([CH3:24])([CH3:23])[CH2:19][CH2:18]1)[C:7]([O:9][CH3:10])=[O:8])([CH3:4])([CH3:3])[CH3:2].C(Cl)(Cl)(Cl)[Cl:44].C1C=CC(P(C2C=CC=CC=2)C2C=CC=CC=2)=CC=1. The catalyst is CC#N.C(Cl)Cl. The product is [CH3:10][O:9][C:7](=[O:8])[C@@H:6]([O:5][C:1]([CH3:3])([CH3:4])[CH3:2])[C:11]1[C:12]([CH3:42])=[CH:13][C:14]2[N:15]([CH:25]=[C:26]([C:28]3[NH:29][C:30]([CH2:31][C:32]4[CH:37]=[CH:36][C:35]([F:38])=[CH:34][CH:33]=4)=[C:39]([Cl:44])[N:40]=3)[N:27]=2)[C:16]=1[N:17]1[CH2:18][CH2:19][C:20]([CH3:24])([CH3:23])[CH2:21][CH2:22]1. The yield is 0.580.